The task is: Predict the reactants needed to synthesize the given product.. This data is from Full USPTO retrosynthesis dataset with 1.9M reactions from patents (1976-2016). (1) Given the product [Br:1][C:2]1[C:10]2[C:9]([Cl:11])=[N:8][CH:7]=[N:6][C:5]=2[N:4]([CH:14]2[CH2:15][O:12][CH2:13]2)[CH:3]=1, predict the reactants needed to synthesize it. The reactants are: [Br:1][C:2]1[C:10]2[C:5]([NH:6][CH:7]=[N:8][C:9]=2[Cl:11])=[N:4][CH:3]=1.[O:12]1[CH2:15][CH:14](O)[CH2:13]1.C1(P(C2C=CC=CC=2)C2C=CC=CC=2)C=CC=CC=1.CCOC(/N=N/C(OCC)=O)=O. (2) Given the product [Cl:1][C:2]1[CH:3]=[CH:4][C:5]([C:8]2[CH:9]=[C:10]([NH:20][C:27]([C:26]3[N:22]([CH3:21])[N:23]=[C:24]([CH3:30])[CH:25]=3)=[O:28])[CH:11]=[N:12][C:13]=2[O:14][CH2:15][C:16]([F:17])([F:18])[F:19])=[CH:6][CH:7]=1, predict the reactants needed to synthesize it. The reactants are: [Cl:1][C:2]1[CH:7]=[CH:6][C:5]([C:8]2[CH:9]=[C:10]([NH2:20])[CH:11]=[N:12][C:13]=2[O:14][CH2:15][C:16]([F:19])([F:18])[F:17])=[CH:4][CH:3]=1.[CH3:21][N:22]1[C:26]([C:27](O)=[O:28])=[CH:25][C:24]([CH3:30])=[N:23]1. (3) The reactants are: [CH2:1]([N:8]([CH2:27][C@H:28]1[CH2:37][CH2:36][C:35]2[C:30](=[CH:31][CH:32]=[C:33]([NH:38][C:39]3[CH:48]=[CH:47][C:42]([C:43]([O:45][CH3:46])=[O:44])=[CH:41][CH:40]=3)[CH:34]=2)[O:29]1)[CH2:9][C@H:10]([O:19][Si:20]([C:23]([CH3:26])([CH3:25])[CH3:24])([CH3:22])[CH3:21])[CH2:11][O:12][C:13]1[CH:18]=[CH:17][CH:16]=[CH:15][CH:14]=1)[C:2]1[CH:7]=[CH:6][CH:5]=[CH:4][CH:3]=1.[CH3:49]I.[H-].[Na+]. Given the product [CH2:1]([N:8]([CH2:27][C@H:28]1[CH2:37][CH2:36][C:35]2[C:30](=[CH:31][CH:32]=[C:33]([N:38]([CH3:49])[C:39]3[CH:40]=[CH:41][C:42]([C:43]([O:45][CH3:46])=[O:44])=[CH:47][CH:48]=3)[CH:34]=2)[O:29]1)[CH2:9][C@H:10]([O:19][Si:20]([C:23]([CH3:24])([CH3:25])[CH3:26])([CH3:22])[CH3:21])[CH2:11][O:12][C:13]1[CH:14]=[CH:15][CH:16]=[CH:17][CH:18]=1)[C:2]1[CH:7]=[CH:6][CH:5]=[CH:4][CH:3]=1, predict the reactants needed to synthesize it. (4) Given the product [C:9]([O:8][CH2:7][CH2:6][N:2]1[N:3]=[CH:4][CH:5]=[N:1]1)(=[O:10])[CH3:11], predict the reactants needed to synthesize it. The reactants are: [NH:1]1[CH:5]=[CH:4][N:3]=[N:2]1.[CH3:6][CH2:7][O:8][C:9]([CH3:11])=[O:10].